The task is: Regression. Given two drug SMILES strings and cell line genomic features, predict the synergy score measuring deviation from expected non-interaction effect.. This data is from NCI-60 drug combinations with 297,098 pairs across 59 cell lines. (1) Drug 1: C1=CN(C=N1)CC(O)(P(=O)(O)O)P(=O)(O)O. Drug 2: C1CN(P(=O)(OC1)NCCCl)CCCl. Cell line: SNB-19. Synergy scores: CSS=-1.18, Synergy_ZIP=1.14, Synergy_Bliss=2.05, Synergy_Loewe=-2.89, Synergy_HSA=-1.17. (2) Drug 1: C1=NC(=NC(=O)N1C2C(C(C(O2)CO)O)O)N. Drug 2: C1=NNC2=C1C(=O)NC=N2. Cell line: 786-0. Synergy scores: CSS=16.3, Synergy_ZIP=-7.42, Synergy_Bliss=1.37, Synergy_Loewe=-13.2, Synergy_HSA=0.902. (3) Synergy scores: CSS=25.5, Synergy_ZIP=-0.545, Synergy_Bliss=-2.71, Synergy_Loewe=-30.5, Synergy_HSA=-5.02. Cell line: M14. Drug 2: C(CN)CNCCSP(=O)(O)O. Drug 1: C1=NC2=C(N1)C(=S)N=C(N2)N.